From a dataset of Full USPTO retrosynthesis dataset with 1.9M reactions from patents (1976-2016). Predict the reactants needed to synthesize the given product. (1) The reactants are: [NH2:1][C:2]1[CH:3]=[CH:4][C:5]([F:17])=[C:6]([C@:8]2([CH3:16])[C@@H:13]([F:14])[CH2:12][O:11][C:10]([NH2:15])=[N:9]2)[CH:7]=1.[CH3:18][O:19][C:20]1[CH:21]=[CH:22][C:23]([C:26](O)=[O:27])=[N:24][CH:25]=1. Given the product [NH2:15][C:10]1[O:11][CH2:12][C@H:13]([F:14])[C@:8]([C:6]2[CH:7]=[C:2]([NH:1][C:26]([C:23]3[CH:22]=[CH:21][C:20]([O:19][CH3:18])=[CH:25][N:24]=3)=[O:27])[CH:3]=[CH:4][C:5]=2[F:17])([CH3:16])[N:9]=1, predict the reactants needed to synthesize it. (2) Given the product [CH2:9]([N:16]1[CH2:21][CH2:20][N:19]2[N:22]=[C:23]([CH2:25][O:8][C:4]3[CH:5]=[CH:6][CH:7]=[C:2]([F:1])[CH:3]=3)[CH:24]=[C:18]2[C:17]1=[O:27])[C:10]1[CH:11]=[CH:12][CH:13]=[CH:14][CH:15]=1, predict the reactants needed to synthesize it. The reactants are: [F:1][C:2]1[CH:3]=[C:4]([OH:8])[CH:5]=[CH:6][CH:7]=1.[CH2:9]([N:16]1[CH2:21][CH2:20][N:19]2[N:22]=[C:23]([CH2:25]O)[CH:24]=[C:18]2[C:17]1=[O:27])[C:10]1[CH:15]=[CH:14][CH:13]=[CH:12][CH:11]=1.C1(P(C2C=CC=CC=2)C2C=CC=CC=2)C=CC=CC=1.